The task is: Predict which catalyst facilitates the given reaction.. This data is from Catalyst prediction with 721,799 reactions and 888 catalyst types from USPTO. (1) Product: [CH:1]1([N:6]2[C:10]3[N:11]=[C:12]([NH:15][C:16]4[S:17][CH:18]=[C:19]([C:21]([N:23]5[CH2:24][CH2:25][NH:26][CH2:27][CH2:28]5)=[O:22])[N:20]=4)[N:13]=[CH:14][C:9]=3[C:8]3[CH:36]=[CH:37][N:38]=[CH:39][C:7]2=3)[CH2:5][CH2:4][CH2:3][CH2:2]1. Reactant: [CH:1]1([N:6]2[C:10]3[N:11]=[C:12]([NH:15][C:16]4[S:17][CH:18]=[C:19]([C:21]([N:23]5[CH2:28][CH2:27][N:26](C(OC(C)(C)C)=O)[CH2:25][CH2:24]5)=[O:22])[N:20]=4)[N:13]=[CH:14][C:9]=3[C:8]3[CH:36]=[CH:37][N:38]=[CH:39][C:7]2=3)[CH2:5][CH2:4][CH2:3][CH2:2]1.C(O)(C(F)(F)F)=O. The catalyst class is: 2. (2) Reactant: [C:1]([O:5][C:6]([N:8]1[CH2:13][C@H:12]([CH2:14][O:15][CH3:16])[N:11]([CH2:17][C:18]([N:20]2[C:28]3[CH:27]=[C:26](Cl)[N:25]=[CH:24][C:23]=3[C:22]([CH3:31])([CH3:30])[CH2:21]2)=[O:19])[CH2:10][C@H:9]1[CH3:32])=[O:7])([CH3:4])([CH3:3])[CH3:2].[C:33]1([OH:39])[CH:38]=[CH:37][CH:36]=[CH:35][CH:34]=1.[O-]P([O-])([O-])=O.[K+].[K+].[K+].C(P(C(C)(C)C)C1C=CC=CC=1C1C(C(C)C)=CC(C(C)C)=CC=1C(C)C)(C)(C)C. Product: [C:1]([O:5][C:6]([N:8]1[CH2:13][C@H:12]([CH2:14][O:15][CH3:16])[N:11]([CH2:17][C:18]([N:20]2[C:28]3[CH:27]=[C:26]([O:39][C:33]4[CH:38]=[CH:37][CH:36]=[CH:35][CH:34]=4)[N:25]=[CH:24][C:23]=3[C:22]([CH3:31])([CH3:30])[CH2:21]2)=[O:19])[CH2:10][C@H:9]1[CH3:32])=[O:7])([CH3:4])([CH3:3])[CH3:2]. The catalyst class is: 222. (3) Reactant: Br[C:2]1[CH:8]=[CH:7][C:5]([NH2:6])=[C:4]([F:9])[C:3]=1[C:10]([F:13])([F:12])[F:11].[CH2:14](C([Sn](Cl)(Cl)Cl)=C(CCCC)CCCC)[CH2:15]CC.N#N. Product: [F:9][C:4]1[C:3]([C:10]([F:13])([F:12])[F:11])=[C:2]([CH:14]=[CH2:15])[CH:8]=[CH:7][C:5]=1[NH2:6]. The catalyst class is: 3. (4) Reactant: [C:1]([O:5][C:6]([NH:8][CH:9]1[CH2:11][CH:10]1[C:12]1[CH:13]=[C:14]([CH:18]=[CH:19][CH:20]=1)[C:15]([OH:17])=O)=[O:7])([CH3:4])([CH3:3])[CH3:2].F[P-](F)(F)(F)(F)F.N1(OC(N(C)C)=[N+](C)C)C2N=CC=CC=2N=N1.[N:45]1[CH:50]=[CH:49][CH:48]=[N:47][C:46]=1[C:51]1[CH:57]=[CH:56][C:54]([NH2:55])=[CH:53][CH:52]=1.C(N(CC)CC)C. Product: [N:45]1[CH:50]=[CH:49][CH:48]=[N:47][C:46]=1[C:51]1[CH:57]=[CH:56][C:54]([NH:55][C:15]([C:14]2[CH:13]=[C:12]([C@@H:10]3[CH2:11][C@H:9]3[NH:8][C:6](=[O:7])[O:5][C:1]([CH3:2])([CH3:3])[CH3:4])[CH:20]=[CH:19][CH:18]=2)=[O:17])=[CH:53][CH:52]=1. The catalyst class is: 18. (5) Reactant: [O:1]1[C:3]2([CH2:8][CH2:7][O:6][CH2:5][CH2:4]2)[CH2:2]1.[NH4+:9].[OH-]. Product: [NH2:9][CH2:2][C:3]1([OH:1])[CH2:8][CH2:7][O:6][CH2:5][CH2:4]1. The catalyst class is: 5. (6) Reactant: Cl.O1CCOCC1.[OH:8][C@@H:9]([C@@H:27]([NH2:35])[CH2:28][C:29]1[CH:34]=[CH:33][CH:32]=[CH:31][CH:30]=1)[CH2:10][N:11]([CH2:20][CH:21]1[CH2:26][CH2:25][CH2:24][CH2:23][CH2:22]1)[NH:12]C(OC(C)(C)C)=O. Product: [OH:8][C@@H:9]([C@@H:27]([NH2:35])[CH2:28][C:29]1[CH:30]=[CH:31][CH:32]=[CH:33][CH:34]=1)[CH2:10][N:11]([CH2:20][CH:21]1[CH2:22][CH2:23][CH2:24][CH2:25][CH2:26]1)[NH2:12]. The catalyst class is: 12. (7) Reactant: [O:1]1[C:5]2[CH:6]=[CH:7][C:8]([C:10]3[C:15]([CH:16]([CH2:21][CH2:22][CH3:23])[C:17]([O:19]C)=[O:18])=[C:14]([CH3:24])[N:13]=[C:12]([C:25]4[CH:30]=[CH:29][CH:28]=[CH:27][CH:26]=4)[N:11]=3)=[CH:9][C:4]=2[CH:3]=[CH:2]1.[OH-].[Na+]. Product: [O:1]1[C:5]2[CH:6]=[CH:7][C:8]([C:10]3[C:15]([CH:16]([CH2:21][CH2:22][CH3:23])[C:17]([OH:19])=[O:18])=[C:14]([CH3:24])[N:13]=[C:12]([C:25]4[CH:26]=[CH:27][CH:28]=[CH:29][CH:30]=4)[N:11]=3)=[CH:9][C:4]=2[CH:3]=[CH:2]1. The catalyst class is: 5. (8) Reactant: [Cl:1][C:2]1[CH:7]=[CH:6][C:5]([CH:8]2[CH:17]([C:18]3[N:19]([CH3:23])[CH:20]=[CH:21][N:22]=3)[C:16](=O)[C:15]3[C:14]([C:25]([O:27]CC)=O)=[CH:13][CH:12]=[CH:11][C:10]=3[NH:9]2)=[CH:4][CH:3]=1.O.[NH2:31][NH2:32]. Product: [Cl:1][C:2]1[CH:3]=[CH:4][C:5]([CH:8]2[NH:9][C:10]3[C:15]4[C:16](=[N:31][NH:32][C:25](=[O:27])[C:14]=4[CH:13]=[CH:12][CH:11]=3)[CH:17]2[C:18]2[N:19]([CH3:23])[CH:20]=[CH:21][N:22]=2)=[CH:6][CH:7]=1. The catalyst class is: 5.